From a dataset of Forward reaction prediction with 1.9M reactions from USPTO patents (1976-2016). Predict the product of the given reaction. (1) Given the reactants C1(P(C2C=CC=CC=2)C2C=CC=CC=2)C=CC=CC=1.[OH:20][CH2:21][CH2:22][N:23]1[CH2:28][CH2:27][O:26][CH2:25][CH2:24]1.N(C(OCC)=O)=NC(OCC)=O.[F:41][C:42]1[C:47]([F:48])=[C:46](O)[CH:45]=[CH:44][C:43]=1[CH2:50][N:51]1[C:56](=[O:57])[C:55]([C:58]([NH:60][C:61]2[CH:66]=[CH:65][C:64]([C:67]([F:70])([F:69])[F:68])=[CH:63][C:62]=2[C:71]2[CH:76]=[C:75]([C:77]([F:80])([F:79])[F:78])[N:74]=[CH:73][N:72]=2)=[O:59])=[C:54]([OH:81])[C@@:53]2([CH3:85])[CH2:82][CH2:83][CH2:84][N:52]12, predict the reaction product. The product is: [F:41][C:42]1[C:47]([F:48])=[C:46]([O:20][CH2:21][CH2:22][N:23]2[CH2:28][CH2:27][O:26][CH2:25][CH2:24]2)[CH:45]=[CH:44][C:43]=1[CH2:50][N:51]1[C:56](=[O:57])[C:55]([C:58]([NH:60][C:61]2[CH:66]=[CH:65][C:64]([C:67]([F:69])([F:70])[F:68])=[CH:63][C:62]=2[C:71]2[CH:76]=[C:75]([C:77]([F:79])([F:80])[F:78])[N:74]=[CH:73][N:72]=2)=[O:59])=[C:54]([OH:81])[C@@:53]2([CH3:85])[CH2:82][CH2:83][CH2:84][N:52]12. (2) Given the reactants Cl[C:2]1[C:7]([NH2:8])=[CH:6][CH:5]=[CH:4][N:3]=1.C([O-])([O-])=O.[K+].[K+].C1C=CC(P(C2C=CC=CC=2)CCCCP(C2C=CC=CC=2)C2C=CC=CC=2)=CC=1.[Cl:45][CH2:46][CH2:47][CH2:48][CH2:49][C:50]#[CH:51], predict the reaction product. The product is: [Cl:45][CH2:46][CH2:47][CH2:48][CH2:49][C:50]#[C:51][C:2]1[C:7]([NH2:8])=[CH:6][CH:5]=[CH:4][N:3]=1. (3) Given the reactants [Br:1][C:2]1[CH:3]=[C:4]2[C:8](=[CH:9][CH:10]=1)[CH2:7][NH:6][CH2:5]2.[CH2:11]([N:13](CC)CC)C.BrCC#N.O, predict the reaction product. The product is: [Br:1][C:2]1[CH:3]=[C:4]2[C:8](=[CH:9][CH:10]=1)[CH2:7][N:6]([C:11]#[N:13])[CH2:5]2. (4) Given the reactants C[O:2][C:3]1[CH:4]=[C:5]2[C:9](=[CH:10][CH:11]=1)[C@H:8]([C@H:12]([CH3:17])[C:13]([O:15][CH3:16])=[O:14])[CH2:7][CH2:6]2.[Al+3].[Cl-].[Cl-].[Cl-].CCS, predict the reaction product. The product is: [OH:2][C:3]1[CH:4]=[C:5]2[C:9](=[CH:10][CH:11]=1)[C@H:8]([C@H:12]([CH3:17])[C:13]([O:15][CH3:16])=[O:14])[CH2:7][CH2:6]2. (5) Given the reactants [CH2:1]([O:8][NH:9][C:10](=[O:16])[O:11][C:12]([CH3:15])([CH3:14])[CH3:13])[C:2]1[CH:7]=[CH:6][CH:5]=[CH:4][CH:3]=1.N#N.[CH:19]([CH:21]1[CH2:23][O:22]1)=[CH2:20], predict the reaction product. The product is: [CH2:1]([O:8][N:9]([C@H:21]([CH:19]=[CH2:20])[CH2:23][OH:22])[C:10](=[O:16])[O:11][C:12]([CH3:13])([CH3:15])[CH3:14])[C:2]1[CH:7]=[CH:6][CH:5]=[CH:4][CH:3]=1. (6) Given the reactants [C:1](Cl)(Cl)=[S:2].C(=O)([O-])[O-].[Ca+2].[CH2:10]([O:12][C:13]([C:15]1[C:19]([CH3:20])=[C:18]([CH3:21])[S:17][C:16]=1[NH2:22])=[O:14])[CH3:11], predict the reaction product. The product is: [N:22]([C:16]1[S:17][C:18]([CH3:21])=[C:19]([CH3:20])[C:15]=1[C:13]([O:12][CH2:10][CH3:11])=[O:14])=[C:1]=[S:2]. (7) The product is: [C:3]([N:24]1[CH2:25][CH2:26][CH:21]([C:19]2[CH:18]=[CH:17][C:16]([NH:27][C:28]([C:30]3[NH:31][CH:32]=[C:33]([C:35]#[N:36])[N:34]=3)=[O:29])=[C:15]([C:12]3[CH2:13][CH2:14][S:9](=[O:8])(=[O:37])[CH2:10][CH:11]=3)[CH:20]=2)[CH2:22][CH2:23]1)(=[O:4])[CH3:2]. Given the reactants F[C:2](F)(F)[C:3](O)=[O:4].[O:8]=[S:9]1(=[O:37])[CH2:14][CH:13]=[C:12]([C:15]2[CH:20]=[C:19]([CH:21]3[CH2:26][CH2:25][NH:24][CH2:23][CH2:22]3)[CH:18]=[CH:17][C:16]=2[NH:27][C:28]([C:30]2[NH:31][CH:32]=[C:33]([C:35]#[N:36])[N:34]=2)=[O:29])[CH2:11][CH2:10]1.C(Cl)Cl.CN(C=O)C.CCN(C(C)C)C(C)C.C(OC(=O)C)(=O)C, predict the reaction product. (8) The product is: [NH2:8][CH2:9][CH2:10][CH2:11][C:12]1[NH:16][C:15]([C:17]2[C:21]([NH:22][C:23](=[O:32])[C:24]3[C:29]([F:30])=[CH:28][CH:27]=[CH:26][C:25]=3[F:31])=[CH:20][NH:19][N:18]=2)([C:57]([OH:63])=[O:58])[NH:14][CH:13]=1. Given the reactants C(OC([NH:8][CH2:9][CH2:10][CH2:11][C:12]1[NH:16][C:15]([C:17]2[C:21]([NH:22][C:23](=[O:32])[C:24]3[C:29]([F:30])=[CH:28][CH:27]=[CH:26][C:25]=3[F:31])=[CH:20][N:19](C3CCCCO3)[N:18]=2)=[N:14][C:13]=1C(O)=O)=O)(C)(C)C.C1(OC)C=CC=CC=1.C1(C)C=CC=CC=1.[C:57]([OH:63])(C(F)(F)F)=[O:58], predict the reaction product. (9) Given the reactants COC(=O)C1C=CC=C(N[C:11](=[O:38])[CH2:12][N:13]2[N:19]=[C:18]([CH:20]3[CH2:25][CH2:24][CH2:23][CH2:22][CH2:21]3)[C:17]3[CH:26]=[CH:27][CH:28]=[CH:29][C:16]=3[N:15]([CH2:30][C:31](=[O:36])[C:32]([CH3:35])([CH3:34])[CH3:33])[C:14]2=[O:37])C=1.[CH2:40]([O:42]C(=O)CN1CCC2C(=CC(N)=CC=2)C1)[CH3:41], predict the reaction product. The product is: [CH2:40]([O:42][C:11](=[O:38])[CH2:12][N:13]1[N:19]=[C:18]([CH:20]2[CH2:21][CH2:22][CH2:23][CH2:24][CH2:25]2)[C:17]2[CH:26]=[CH:27][CH:28]=[CH:29][C:16]=2[N:15]([CH2:30][C:31](=[O:36])[C:32]([CH3:34])([CH3:33])[CH3:35])[C:14]1=[O:37])[CH3:41]. (10) Given the reactants [Br:1][C:2]1[CH:3]=[C:4]2[C:12](=[CH:13][CH:14]=1)[NH:11][C:10]1[C:9](=O)[CH2:8][CH2:7][CH2:6][C:5]2=1.[Cl:16][C:17]1[CH:18]=[C:19]([CH:21]=[CH:22][C:23]=1[Cl:24])[NH2:20], predict the reaction product. The product is: [Br:1][C:2]1[CH:3]=[C:4]2[C:12](=[CH:13][CH:14]=1)[NH:11][C:10]1[CH:9]([NH:20][C:19]3[CH:21]=[CH:22][C:23]([Cl:24])=[C:17]([Cl:16])[CH:18]=3)[CH2:8][CH2:7][CH2:6][C:5]2=1.